From a dataset of NCI-60 drug combinations with 297,098 pairs across 59 cell lines. Regression. Given two drug SMILES strings and cell line genomic features, predict the synergy score measuring deviation from expected non-interaction effect. (1) Drug 1: CC1=C(C=C(C=C1)NC2=NC=CC(=N2)N(C)C3=CC4=NN(C(=C4C=C3)C)C)S(=O)(=O)N.Cl. Drug 2: CN(CC1=CN=C2C(=N1)C(=NC(=N2)N)N)C3=CC=C(C=C3)C(=O)NC(CCC(=O)O)C(=O)O. Cell line: MALME-3M. Synergy scores: CSS=13.7, Synergy_ZIP=-2.26, Synergy_Bliss=1.74, Synergy_Loewe=0.00865, Synergy_HSA=0.0820. (2) Drug 1: CC12CCC3C(C1CCC2OP(=O)(O)O)CCC4=C3C=CC(=C4)OC(=O)N(CCCl)CCCl.[Na+]. Drug 2: CC1C(C(CC(O1)OC2CC(CC3=C2C(=C4C(=C3O)C(=O)C5=CC=CC=C5C4=O)O)(C(=O)C)O)N)O. Cell line: OVCAR-5. Synergy scores: CSS=34.3, Synergy_ZIP=-5.97, Synergy_Bliss=-4.66, Synergy_Loewe=-2.24, Synergy_HSA=-1.01. (3) Drug 1: CC1=CC2C(CCC3(C2CCC3(C(=O)C)OC(=O)C)C)C4(C1=CC(=O)CC4)C. Drug 2: CN(C(=O)NC(C=O)C(C(C(CO)O)O)O)N=O. Cell line: RPMI-8226. Synergy scores: CSS=-4.63, Synergy_ZIP=-3.37, Synergy_Bliss=-12.1, Synergy_Loewe=-9.98, Synergy_HSA=-9.85.